Dataset: Reaction yield outcomes from USPTO patents with 853,638 reactions. Task: Predict the reaction yield, written as a fraction of the theoretical maximum amount of product (1.0 means a 100% yield; for example, 0.34 means a 34% yield). (1) The reactants are [O:1]1[CH:5]=[CH:4][CH:3]=[C:2]1[CH2:6][CH2:7][C:8]([OH:10])=O.[CH:11]1([N:17]=C=[N:17][CH:11]2[CH2:16][CH2:15][CH2:14][CH2:13][CH2:12]2)[CH2:16][CH2:15][CH2:14][CH2:13][CH2:12]1.NC1C=CC=CC=1. The catalyst is C(Cl)Cl. The product is [O:1]1[CH:5]=[CH:4][CH:3]=[C:2]1[CH2:6][CH2:7][C:8]([NH:17][C:11]1[CH:16]=[CH:15][CH:14]=[CH:13][CH:12]=1)=[O:10]. The yield is 0.540. (2) The reactants are [CH3:1][O:2][C:3](=[O:15])[CH2:4][CH2:5][C:6]1[CH:11]=[CH:10][C:9]([CH2:12]O)=[CH:8][C:7]=1[CH3:14].C(N(CC)CC)C.S(Cl)([Cl:25])=O.O. The catalyst is C(Cl)Cl. The product is [CH3:1][O:2][C:3](=[O:15])[CH2:4][CH2:5][C:6]1[CH:11]=[CH:10][C:9]([CH2:12][Cl:25])=[CH:8][C:7]=1[CH3:14]. The yield is 0.910. (3) The reactants are O.[C@@H:2]1([N:10]2[C:19]3[N:18]=[CH:17][N:16]=[C:14]([NH2:15])[C:13]=3[N:12]=[CH:11]2)[O:9][C@H:6]([CH2:7][OH:8])[C@@H:4]([OH:5])[CH2:3]1.CO[CH:22](OC)[N:23]([CH3:25])[CH3:24]. The catalyst is CO. The product is [CH3:22][N:23]([CH:25]=[N:15][C:14]1[C:13]2[N:12]=[CH:11][N:10]([C:19]=2[N:18]=[CH:17][N:16]=1)[C@@H:2]1[O:9][C@H:6]([CH2:7][OH:8])[C@@H:4]([OH:5])[CH2:3]1)[CH3:24]. The yield is 0.990. (4) The reactants are [F:1][C:2]1[CH:10]=[CH:9][CH:8]=[C:7]([F:11])[C:3]=1[C:4](Cl)=[O:5].[F:12][C:13]1([F:30])[O:17][C:16]2[CH:18]=[C:19]([CH3:29])[C:20]([C:22]3[CH:23]=[CH:24][C:25]([NH2:28])=[N:26][CH:27]=3)=[CH:21][C:15]=2[O:14]1.CCN(C(C)C)C(C)C. The catalyst is ClCCl.O1CCCC1.CO.[OH-].[Na+]. The product is [F:30][C:13]1([F:12])[O:17][C:16]2[CH:18]=[C:19]([CH3:29])[C:20]([C:22]3[CH:23]=[CH:24][C:25]([NH:28][C:4](=[O:5])[C:3]4[C:2]([F:1])=[CH:10][CH:9]=[CH:8][C:7]=4[F:11])=[N:26][CH:27]=3)=[CH:21][C:15]=2[O:14]1. The yield is 0.760. (5) The reactants are N1C=CC=CC=1.FC(F)(F)C(OC(=O)C(F)(F)F)=O.[F:20][C:21]1[CH:26]=[C:25]([I:27])[CH:24]=[CH:23][C:22]=1[NH:28][C:29]1[CH:37]=[N:36][CH:35]=[C:34]([C:38]2[CH:43]=[CH:42][CH:41]=[CH:40][C:39]=2[F:44])[C:30]=1[C:31]([NH2:33])=O. The catalyst is O1CCOCC1. The product is [F:20][C:21]1[CH:26]=[C:25]([I:27])[CH:24]=[CH:23][C:22]=1[NH:28][C:29]1[CH:37]=[N:36][CH:35]=[C:34]([C:38]2[CH:43]=[CH:42][CH:41]=[CH:40][C:39]=2[F:44])[C:30]=1[C:31]#[N:33]. The yield is 0.800. (6) The reactants are [O:1]=[C:2]1[NH:8][C:7]2[C:9]3[CH2:10][CH2:11][CH2:12][CH2:13][C:14]=3[CH:15]=[CH:16][C:6]=2[N:5]([C:17]2[CH:22]=[CH:21][C:20]([NH:23][S:24]([C:27]3[CH:32]=[CH:31][CH:30]=[CH:29][C:28]=3[N+:33]([O-:35])=[O:34])(=[O:26])=[O:25])=[CH:19][CH:18]=2)[C:4](=[O:36])[CH2:3]1.IC.[C:39](=O)([O-])[O-].[K+].[K+]. The catalyst is CN(C=O)C. The product is [O:1]=[C:2]1[NH:8][C:7]2[C:9]3[CH2:10][CH2:11][CH2:12][CH2:13][C:14]=3[CH:15]=[CH:16][C:6]=2[N:5]([C:17]2[CH:18]=[CH:19][C:20]([N:23]([CH3:39])[S:24]([C:27]3[CH:32]=[CH:31][CH:30]=[CH:29][C:28]=3[N+:33]([O-:35])=[O:34])(=[O:26])=[O:25])=[CH:21][CH:22]=2)[C:4](=[O:36])[CH2:3]1. The yield is 0.730. (7) The reactants are C[C@H:2]([CH:37]=C)[C:3]([NH:5][C:6]1[CH:7]=[N:8][N:9]([CH2:29][O:30][CH2:31][CH2:32][Si:33]([CH3:36])([CH3:35])[CH3:34])[C:10]=1[C:11]1[CH:12]=[C:13]([C@@H:17]([NH:21][C:22](=[O:28])[O:23][C:24]([CH3:27])([CH3:26])[CH3:25])[CH2:18][CH:19]=[CH2:20])[CH:14]=[CH:15][CH:16]=1)=[O:4]. The catalyst is C(Cl)Cl.Cl[Ru](=C1N(C2C(C)=CC(C)=CC=2C)CCN1C1C(C)=CC(C)=CC=1C)(Cl)(=CC1C=CC=CC=1)[P](C1CCCCC1)(C1CCCCC1)C1CCCCC1. The product is [CH3:37][C@H:2]1[C:3](=[O:4])[NH:5][C:6]2[CH:7]=[N:8][N:9]([CH2:29][O:30][CH2:31][CH2:32][Si:33]([CH3:34])([CH3:35])[CH3:36])[C:10]=2[C:11]2[CH:16]=[CH:15][CH:14]=[C:13]([CH:12]=2)[C@@H:17]([NH:21][C:22](=[O:28])[O:23][C:24]([CH3:26])([CH3:27])[CH3:25])[CH2:18][CH:19]=[CH:20]1. The yield is 0.980.